Dataset: Full USPTO retrosynthesis dataset with 1.9M reactions from patents (1976-2016). Task: Predict the reactants needed to synthesize the given product. Given the product [CH3:1][O:2][C:3](=[O:26])[CH2:4][C@H:5]1[C:9]2[CH:10]=[CH:11][C:12]([O:14][C@H:15]3[C:23]4[C:18](=[C:19]([O:25][C:30]5[CH:31]=[C:32]([F:44])[C:33]([C:34]6[CH:35]=[N:36][N:37]([CH2:39][C:40]([OH:43])([CH3:42])[CH3:41])[CH:38]=6)=[C:28]([F:27])[CH:29]=5)[CH:20]=[CH:21][C:22]=4[F:24])[CH2:17][CH2:16]3)=[CH:13][C:8]=2[O:7][CH2:6]1, predict the reactants needed to synthesize it. The reactants are: [CH3:1][O:2][C:3](=[O:26])[CH2:4][C@H:5]1[C:9]2[CH:10]=[CH:11][C:12]([O:14][C@H:15]3[C:23]4[C:18](=[C:19]([OH:25])[CH:20]=[CH:21][C:22]=4[F:24])[CH2:17][CH2:16]3)=[CH:13][C:8]=2[O:7][CH2:6]1.[F:27][C:28]1[CH:29]=[C:30](B(O)O)[CH:31]=[C:32]([F:44])[C:33]=1[C:34]1[CH:35]=[N:36][N:37]([CH2:39][C:40]([OH:43])([CH3:42])[CH3:41])[CH:38]=1.